Dataset: Full USPTO retrosynthesis dataset with 1.9M reactions from patents (1976-2016). Task: Predict the reactants needed to synthesize the given product. (1) Given the product [F:11][C:12]1[CH:24]=[CH:23][CH:22]=[CH:21][C:13]=1[O:14][CH2:15][CH:16]1[CH2:20][CH2:19][N:18]([CH2:9][C:4]2[C:3]([O:2][CH3:1])=[N:8][CH:7]=[CH:6][N:5]=2)[CH2:17]1, predict the reactants needed to synthesize it. The reactants are: [CH3:1][O:2][C:3]1[C:4]([CH:9]=O)=[N:5][CH:6]=[CH:7][N:8]=1.[F:11][C:12]1[CH:24]=[CH:23][CH:22]=[CH:21][C:13]=1[O:14][CH2:15][CH:16]1[CH2:20][CH2:19][NH:18][CH2:17]1.C(O[BH-](OC(=O)C)OC(=O)C)(=O)C.[Na+].C(=O)([O-])[O-].[Na+].[Na+]. (2) The reactants are: [OH:1][C:2]1[C:3](=O)[C:4]2[C:9]([C:10](=[O:12])[CH:11]=1)=[CH:8][CH:7]=[CH:6][CH:5]=2.[OH-].[Na+].Cl.[CH3:17][O:18][NH2:19]. Given the product [CH3:17][O:18][N:19]=[C:3]1[C:4]2[C:9](=[CH:8][CH:7]=[CH:6][CH:5]=2)[C:10](=[O:12])[CH:11]=[C:2]1[OH:1], predict the reactants needed to synthesize it. (3) Given the product [OH:32][CH2:3][CH2:2][CH2:1][O:4][N:5]=[CH:6][C:7]1[C:15]2[C:10](=[CH:11][CH:12]=[CH:13][CH:14]=2)[N:9]([CH2:16][C:17]2[CH:22]=[CH:21][CH:20]=[CH:19][CH:18]=2)[CH:8]=1, predict the reactants needed to synthesize it. The reactants are: [CH2:1]([O:4][N:5]=[CH:6][C:7]1[C:15]2[C:10](=[CH:11][CH:12]=[CH:13][CH:14]=2)[N:9]([CH2:16][C:17]2[CH:22]=[CH:21][CH:20]=[CH:19][CH:18]=2)[CH:8]=1)[CH:2]=[CH2:3].B1C2CCCC1CCC2.[OH:32]O.[OH-].[Na+]. (4) Given the product [Br:1][C:2]1[CH:3]=[C:4]([N:8]2[C:16]3[C:11](=[CH:12][C:13]([C:17](=[O:18])[NH:25][CH3:24])=[CH:14][CH:15]=3)[C:10]([C:20]([O:22][CH3:23])=[O:21])=[N:9]2)[CH:5]=[CH:6][CH:7]=1, predict the reactants needed to synthesize it. The reactants are: [Br:1][C:2]1[CH:3]=[C:4]([N:8]2[C:16]3[C:11](=[CH:12][C:13]([C:17](O)=[O:18])=[CH:14][CH:15]=3)[C:10]([C:20]([O:22][CH3:23])=[O:21])=[N:9]2)[CH:5]=[CH:6][CH:7]=1.[CH3:24][NH2:25]. (5) The reactants are: [CH:1]1([C:7]2[C:16]3[O:15][CH:14]([CH:17]([CH3:19])[CH3:18])[C:13](=O)[NH:12][C:11]=3[CH:10]=[CH:9][CH:8]=2)[CH2:6][CH2:5][CH2:4][CH2:3][CH2:2]1.B.O1CCCC1.Cl.C(=O)([O-])O.[Na+]. Given the product [CH:1]1([C:7]2[C:16]3[O:15][CH:14]([CH:17]([CH3:19])[CH3:18])[CH2:13][NH:12][C:11]=3[CH:10]=[CH:9][CH:8]=2)[CH2:2][CH2:3][CH2:4][CH2:5][CH2:6]1, predict the reactants needed to synthesize it. (6) Given the product [Cl:9][C:10]1[N:15]=[C:14]([NH:7][NH2:8])[C:13]([O:17][CH3:18])=[CH:12][N:11]=1, predict the reactants needed to synthesize it. The reactants are: C(=O)([O-])[O-].[Na+].[Na+].[NH2:7][NH2:8].[Cl:9][C:10]1[N:15]=[C:14](Cl)[C:13]([O:17][CH3:18])=[CH:12][N:11]=1. (7) Given the product [CH2:1]([O:3][C:4]([N:6]1[CH2:11][CH2:10][N:9]([C:12](=[O:29])[C:13]2[CH:14]=[C:15]([O:20][C:21]3[CH:26]=[CH:25][C:24]([C:27]#[N:28])=[CH:23][CH:22]=3)[CH:16]=[C:17]([O:19][CH2:37][C:34]3[CH:35]=[CH:36][C:31]([Br:30])=[CH:32][CH:33]=3)[CH:18]=2)[CH2:8][CH2:7]1)=[O:5])[CH3:2], predict the reactants needed to synthesize it. The reactants are: [CH2:1]([O:3][C:4]([N:6]1[CH2:11][CH2:10][N:9]([C:12](=[O:29])[C:13]2[CH:18]=[C:17]([OH:19])[CH:16]=[C:15]([O:20][C:21]3[CH:26]=[CH:25][C:24]([C:27]#[N:28])=[CH:23][CH:22]=3)[CH:14]=2)[CH2:8][CH2:7]1)=[O:5])[CH3:2].[Br:30][C:31]1[CH:36]=[CH:35][C:34]([CH2:37]Br)=[CH:33][CH:32]=1. (8) Given the product [C:37]([CH2:36][NH:41][C:10](=[O:12])[CH:9]([CH2:13][S:14]([CH2:17][C:18]1[CH:23]=[CH:22][CH:21]=[CH:20][C:19]=1[C:24]([F:27])([F:25])[F:26])(=[O:15])=[O:16])[CH2:8][C:7]([N:1]1[CH2:2][CH2:3][O:4][CH2:5][CH2:6]1)=[O:28])#[N:39], predict the reactants needed to synthesize it. The reactants are: [N:1]1([C:7](=[O:28])[CH2:8][CH:9]([CH2:13][S:14]([CH2:17][C:18]2[CH:23]=[CH:22][CH:21]=[CH:20][C:19]=2[C:24]([F:27])([F:26])[F:25])(=[O:16])=[O:15])[C:10]([OH:12])=O)[CH2:6][CH2:5][O:4][CH2:3][CH2:2]1.C(Cl)CCl.C1C=C[C:36]2[N:41](O)N=[N:39][C:37]=2C=1.Cl.NCC#N.CN1CCOCC1.